From a dataset of Forward reaction prediction with 1.9M reactions from USPTO patents (1976-2016). Predict the product of the given reaction. (1) Given the reactants [N+](C1C=CC([O:10][C:11](=O)[C@@H:12]([NH:14][C:15]([O:17][C:18]([CH3:21])([CH3:20])[CH3:19])=[O:16])[CH3:13])=CC=1)([O-])=O.C(=O)([O-])[O-].[CH2:27]([NH2:34])[C:28]1[CH:33]=[CH:32][CH:31]=[CH:30][CH:29]=1, predict the reaction product. The product is: [C:18]([O:17][C:15](=[O:16])[NH:14][C@H:12]([C:11](=[O:10])[NH:34][CH2:27][C:28]1[CH:33]=[CH:32][CH:31]=[CH:30][CH:29]=1)[CH3:13])([CH3:19])([CH3:20])[CH3:21]. (2) Given the reactants [NH:1]1[CH2:5][CH2:4][NH:3][C:2]1=[O:6].[H-].[Na+].Cl[CH2:10][C:11]1[CH:12]=[CH:13][C:14]([C:17]2[S:25][C:24]3[C:19](=[N:20][CH:21]=[CH:22][C:23]=3[O:26][C:27]3[CH:32]=[CH:31][C:30]([NH:33][C:34]([NH:36][CH:37]4[CH2:39][CH2:38]4)=[O:35])=[CH:29][C:28]=3[F:40])[CH:18]=2)=[N:15][CH:16]=1.O, predict the reaction product. The product is: [CH:37]1([NH:36][C:34]([NH:33][C:30]2[CH:31]=[CH:32][C:27]([O:26][C:23]3[CH:22]=[CH:21][N:20]=[C:19]4[CH:18]=[C:17]([C:14]5[CH:13]=[CH:12][C:11]([CH2:10][N:1]6[CH2:5][CH2:4][NH:3][C:2]6=[O:6])=[CH:16][N:15]=5)[S:25][C:24]=34)=[C:28]([F:40])[CH:29]=2)=[O:35])[CH2:39][CH2:38]1. (3) Given the reactants C([Mg]Cl)(C)C.Br[C:7]1[C:11]([Br:12])=[CH:10][S:9][CH:8]=1.Cl[C:14]([O:16][CH3:17])=[O:15], predict the reaction product. The product is: [CH3:17][O:16][C:14]([C:7]1[C:11]([Br:12])=[CH:10][S:9][CH:8]=1)=[O:15]. (4) Given the reactants [CH3:1][Mg]Cl.CON(C)[C:7](=[O:18])[CH2:8][C:9]1[CH:14]=[C:13]([F:15])[CH:12]=[C:11]([F:16])[C:10]=1[F:17], predict the reaction product. The product is: [F:17][C:10]1[C:11]([F:16])=[CH:12][C:13]([F:15])=[CH:14][C:9]=1[CH2:8][C:7](=[O:18])[CH3:1]. (5) Given the reactants [CH2:1]([C:4]1([C:16]2[CH:21]=[CH:20][CH:19]=[CH:18][CH:17]=2)[CH2:8][CH2:7][N:6]([C:9]([O:11][C:12]([CH3:15])([CH3:14])[CH3:13])=[O:10])[CH2:5]1)[CH:2]=C.CC(C)=[O:24].O, predict the reaction product. The product is: [O:24]=[CH:2][CH2:1][C:4]1([C:16]2[CH:21]=[CH:20][CH:19]=[CH:18][CH:17]=2)[CH2:8][CH2:7][N:6]([C:9]([O:11][C:12]([CH3:15])([CH3:14])[CH3:13])=[O:10])[CH2:5]1. (6) Given the reactants [Cl:1][C:2]1[CH:10]=[C:9]([Cl:11])[CH:8]=[CH:7][C:3]=1[C:4]([OH:6])=O.[Cl:12][CH:13]1[CH2:18][CH2:17][N:16]([CH:19]([C:22]2[CH:23]=[N:24][C:25]([CH3:28])=[N:26][CH:27]=2)[CH2:20][NH2:21])[CH2:15][CH2:14]1, predict the reaction product. The product is: [Cl:1][C:2]1[CH:10]=[C:9]([Cl:11])[CH:8]=[CH:7][C:3]=1[C:4]([NH:21][CH2:20][CH:19]([N:16]1[CH2:15][CH2:14][CH:13]([Cl:12])[CH2:18][CH2:17]1)[C:22]1[CH:23]=[N:24][C:25]([CH3:28])=[N:26][CH:27]=1)=[O:6]. (7) Given the reactants [S:1]1[CH:5]=[CH:4][C:3]2[S:6][CH:7]=[CH:8][C:2]1=2.[Li]CCCC.C(O[B:18]1[O:22][C:21]([CH3:24])([CH3:23])[C:20]([CH3:26])([CH3:25])[O:19]1)(C)C, predict the reaction product. The product is: [CH3:25][C:20]1([CH3:26])[C:21]([CH3:24])([CH3:23])[O:22][B:18]([C:5]2[S:1][C:2]3[CH:8]=[CH:7][S:6][C:3]=3[CH:4]=2)[O:19]1. (8) Given the reactants [CH3:1][O:2][C@H:3]1[CH2:7][CH2:6][N:5]([C:8]2[CH:13]=[CH:12][C:11]([N+:14]([O-])=O)=[CH:10][N:9]=2)[CH2:4]1, predict the reaction product. The product is: [CH3:1][O:2][C@H:3]1[CH2:7][CH2:6][N:5]([C:8]2[CH:13]=[CH:12][C:11]([NH2:14])=[CH:10][N:9]=2)[CH2:4]1. (9) Given the reactants [ClH:1].N[C:3]1[CH:8]=[CH:7][C:6]([C:9]2[NH:10][C:11](=[O:25])[C:12]3[C:17]([CH:18]4[CH2:23][CH2:22][CH2:21][CH2:20][CH2:19]4)=[N:16][N:15]([CH3:24])[C:13]=3[N:14]=2)=[C:5]([O:26][CH3:27])[CH:4]=1.N([O-])=O.[Na+].[S:32](=[O:34])=[O:33], predict the reaction product. The product is: [CH:18]1([C:17]2[C:12]3[C:11](=[O:25])[NH:10][C:9]([C:6]4[CH:7]=[CH:8][C:3]([S:32]([Cl:1])(=[O:34])=[O:33])=[CH:4][C:5]=4[O:26][CH3:27])=[N:14][C:13]=3[N:15]([CH3:24])[N:16]=2)[CH2:23][CH2:22][CH2:21][CH2:20][CH2:19]1. (10) Given the reactants Cl.[CH3:2][S:3]([CH:6]1[CH2:11][CH2:10][NH:9][CH2:8][CH2:7]1)(=[O:5])=[O:4].Br[CH2:13][CH2:14][OH:15].C(=O)([O-])[O-].[K+].[K+], predict the reaction product. The product is: [CH3:2][S:3]([CH:6]1[CH2:11][CH2:10][N:9]([CH2:13][CH2:14][OH:15])[CH2:8][CH2:7]1)(=[O:5])=[O:4].